Dataset: SARS-CoV-2 main protease (3CLPro) crystallographic fragment screen with 879 compounds. Task: Binary Classification. Given a drug SMILES string, predict its activity (active/inactive) in a high-throughput screening assay against a specified biological target. The drug is c1cnc2c(c1)[C@@H]1CC[C@H](C2)N1. The result is 0 (inactive).